From a dataset of Reaction yield outcomes from USPTO patents with 853,638 reactions. Predict the reaction yield, written as a fraction of the theoretical maximum amount of product (1.0 means a 100% yield; for example, 0.34 means a 34% yield). (1) The reactants are Br[C:2]1[CH:7]=[CH:6][C:5]([CH2:8][C:9]([O:11][CH2:12][CH3:13])=[O:10])=[CH:4][CH:3]=1.[C:14]([Cu])#[N:15]. The catalyst is [Cu]I.CN1C(=O)CCC1. The product is [C:14]([C:2]1[CH:7]=[CH:6][C:5]([CH2:8][C:9]([O:11][CH2:12][CH3:13])=[O:10])=[CH:4][CH:3]=1)#[N:15]. The yield is 0.665. (2) The reactants are II.Br[CH2:4][CH:5]=[CH2:6].[CH:7]1([CH2:13][N:14]2[C:18]([C:19]3[CH:24]=[C:23]([C:25]([CH3:28])([CH3:27])[CH3:26])[CH:22]=[C:21]([C:29]([CH3:32])([CH3:31])[CH3:30])[CH:20]=3)=[CH:17][C:16]([C:33](N(OC)C)=[O:34])=[C:15]2[CH3:39])[CH2:12][CH2:11][CH2:10][CH2:9][CH2:8]1. The catalyst is CCOCC.C1COCC1. The product is [CH:7]1([CH2:13][N:14]2[C:18]([C:19]3[CH:20]=[C:21]([C:29]([CH3:30])([CH3:32])[CH3:31])[CH:22]=[C:23]([C:25]([CH3:27])([CH3:28])[CH3:26])[CH:24]=3)=[CH:17][C:16]([C:33](=[O:34])[CH2:6][CH:5]=[CH2:4])=[C:15]2[CH3:39])[CH2:12][CH2:11][CH2:10][CH2:9][CH2:8]1. The yield is 0.720. (3) The reactants are C=[C:2]1[CH2:5][CH:4]([C:6](O)=O)[CH2:3]1.[N-:9]=[N+]=[N-].[Na+].[CH3:13][C:14]([O:17][C:18]([O:20]C(OC(C)(C)C)=O)=O)([CH3:16])[CH3:15]. The catalyst is C1COCC1.[Br-].C([N+](CCCC)(CCCC)CCCC)CCC.C(S([O-])(=O)=O)(F)(F)F.C(S([O-])(=O)=O)(F)(F)F.[Zn+2]. The product is [C:18]([NH:9][CH:2]1[CH2:3][C:4](=[CH2:6])[CH2:5]1)([O:17][C:14]([CH3:16])([CH3:15])[CH3:13])=[O:20]. The yield is 0.349.